From a dataset of Full USPTO retrosynthesis dataset with 1.9M reactions from patents (1976-2016). Predict the reactants needed to synthesize the given product. (1) Given the product [C:29]([C:25]1[N:26]=[C:27]([NH:1][C:2]2[S:3][C:4]([C:10]3[C:11]([F:21])=[CH:12][C:13]([C:17]([OH:20])([CH3:18])[CH3:19])=[CH:14][C:15]=3[F:16])=[CH:5][C:6]=2[C:7]([NH2:9])=[O:8])[CH:28]=[CH:23][N:24]=1)#[N:30], predict the reactants needed to synthesize it. The reactants are: [NH2:1][C:2]1[S:3][C:4]([C:10]2[C:15]([F:16])=[CH:14][C:13]([C:17]([OH:20])([CH3:19])[CH3:18])=[CH:12][C:11]=2[F:21])=[CH:5][C:6]=1[C:7]([NH2:9])=[O:8].Cl[C:23]1[CH:28]=[CH:27][N:26]=[C:25]([C:29]#[N:30])[N:24]=1. (2) Given the product [OH:12][CH2:11][C:10]1[CH:9]=[C:8]([OH:7])[CH:17]=[C:16]([O:18][CH2:19][O:20][CH3:21])[CH:15]=1, predict the reactants needed to synthesize it. The reactants are: [H-].[Li+].[Al+3].[H-].[H-].[H-].[OH:7][C:8]1[CH:9]=[C:10]([CH:15]=[C:16]([O:18][CH2:19][O:20][CH3:21])[CH:17]=1)[C:11](OC)=[O:12].O.[OH-].[Na+]. (3) Given the product [OH:4][C:5]1[CH:6]=[CH:7][C:8]([C:9]2[S:16][C:15]3[CH:17]=[CH:18][CH:19]=[CH:20][C:14]=3[C:13](=[O:21])[N:10]=2)=[CH:11][CH:12]=1, predict the reactants needed to synthesize it. The reactants are: C([O:4][C:5]1[CH:12]=[CH:11][C:8]([C:9]#[N:10])=[CH:7][CH:6]=1)(=O)C.[C:13](OC)(=[O:21])[C:14]1[C:15](=[CH:17][CH:18]=[CH:19][CH:20]=1)[SH:16].C(N(CC)CC)C.